Dataset: Ames mutagenicity test results for genotoxicity prediction. Task: Regression/Classification. Given a drug SMILES string, predict its toxicity properties. Task type varies by dataset: regression for continuous values (e.g., LD50, hERG inhibition percentage) or binary classification for toxic/non-toxic outcomes (e.g., AMES mutagenicity, cardiotoxicity, hepatotoxicity). Dataset: ames. (1) The compound is CCOC1=CC(=O)C(NC(C)=O)=CC1=O. The result is 1 (mutagenic). (2) The molecule is O=C1c2ccccc2-c2ccc(Oc3ccc(S(=O)(=O)O)cc3)c3cccc1c23. The result is 1 (mutagenic). (3) The compound is NC(=O)N(CCCC(N)C(=O)O)N=O. The result is 1 (mutagenic). (4) The compound is Cc1ccccc1C(OCCN(C)C)c1ccccc1. The result is 0 (non-mutagenic).